Dataset: Forward reaction prediction with 1.9M reactions from USPTO patents (1976-2016). Task: Predict the product of the given reaction. (1) Given the reactants [Br:1][C:2]1[N:6]([CH:7]([CH3:9])[CH3:8])[N:5]=[CH:4][C:3]=1[CH2:10][C:11]1([C:24]([O:26]CC)=[O:25])[CH2:16][CH2:15][N:14]([C:17]([O:19][C:20]([CH3:23])([CH3:22])[CH3:21])=[O:18])[CH2:13][CH2:12]1.[OH-].[Li+], predict the reaction product. The product is: [Br:1][C:2]1[N:6]([CH:7]([CH3:8])[CH3:9])[N:5]=[CH:4][C:3]=1[CH2:10][C:11]1([C:24]([OH:26])=[O:25])[CH2:16][CH2:15][N:14]([C:17]([O:19][C:20]([CH3:22])([CH3:21])[CH3:23])=[O:18])[CH2:13][CH2:12]1. (2) Given the reactants Cl[CH2:2][CH2:3][CH2:4][CH2:5][C:6]([C:8]1[CH:13]=[CH:12][C:11]([Cl:14])=[CH:10][CH:9]=1)=[O:7].[NH:15]1[CH2:20][CH2:19][CH:18]([C:21]2[CH:22]=[C:23]([NH:27][C:28](=[O:31])[CH2:29][CH3:30])[CH:24]=[CH:25][CH:26]=2)[CH2:17][CH2:16]1, predict the reaction product. The product is: [Cl:14][C:11]1[CH:12]=[CH:13][C:8]([C:6](=[O:7])[CH2:5][CH2:4][CH2:3][CH2:2][N:15]2[CH2:20][CH2:19][CH:18]([C:21]3[CH:22]=[C:23]([NH:27][C:28](=[O:31])[CH2:29][CH3:30])[CH:24]=[CH:25][CH:26]=3)[CH2:17][CH2:16]2)=[CH:9][CH:10]=1.